This data is from Peptide-MHC class I binding affinity with 185,985 pairs from IEDB/IMGT. The task is: Regression. Given a peptide amino acid sequence and an MHC pseudo amino acid sequence, predict their binding affinity value. This is MHC class I binding data. (1) The peptide sequence is IPLSEMVVKL. The MHC is HLA-B53:01 with pseudo-sequence HLA-B53:01. The binding affinity (normalized) is 0.229. (2) The peptide sequence is AEMRAYHGF. The MHC is HLA-B15:09 with pseudo-sequence HLA-B15:09. The binding affinity (normalized) is 0.0847. (3) The binding affinity (normalized) is 0.983. The peptide sequence is NTPSKTINYS. The MHC is Mamu-A01 with pseudo-sequence Mamu-A01. (4) The peptide sequence is YWMGGTTYF. The MHC is HLA-B18:01 with pseudo-sequence HLA-B18:01. The binding affinity (normalized) is 0.0847. (5) The peptide sequence is SEFKSRFFIW. The MHC is HLA-A26:01 with pseudo-sequence HLA-A26:01. The binding affinity (normalized) is 0.